The task is: Predict the reactants needed to synthesize the given product.. This data is from Full USPTO retrosynthesis dataset with 1.9M reactions from patents (1976-2016). (1) Given the product [ClH:25].[CH3:6][NH:8][C@@H:9]1[CH2:14][CH2:13][CH2:12][CH2:11][C@@H:10]1[NH:15][CH3:16], predict the reactants needed to synthesize it. The reactants are: C(O[C:6]([N:8](C)[C@@H:9]1[CH2:14][CH2:13][CH2:12][CH2:11][C@@H:10]1[N:15](C(OC(C)(C)C)=O)[CH3:16])=O)(C)(C)C.[ClH:25]. (2) Given the product [C:13]([CH:11]1[CH2:10][CH2:9][O:8][CH:7]([C:1]2[CH:2]=[CH:3][CH:4]=[CH:5][CH:6]=2)[O:12]1)#[CH:15], predict the reactants needed to synthesize it. The reactants are: [C:1]1([CH:7]2[O:12][CH:11]([CH:13]=O)[CH2:10][CH2:9][O:8]2)[CH:6]=[CH:5][CH:4]=[CH:3][CH:2]=1.[CH3:15]/C(/[O-])=C(/P(OC)(OC)=O)\[N+]#N.C([O-])([O-])=O.[K+].[K+].